Dataset: Forward reaction prediction with 1.9M reactions from USPTO patents (1976-2016). Task: Predict the product of the given reaction. Given the reactants [NH2:1][C:2]1[O:3][CH2:4][C@:5]2([C:19]3[C:14](=[N:15][CH:16]=[C:17]([C:20]4[CH2:21][CH2:22][O:23][CH2:24][CH:25]=4)[CH:18]=3)[O:13][C:12]3[C:7]2=[CH:8][C:9]([OH:26])=[CH:10][CH:11]=3)[N:6]=1, predict the reaction product. The product is: [NH2:1][C:2]1[O:3][CH2:4][C@:5]2([C:19]3[C:14](=[N:15][CH:16]=[C:17]([CH:20]4[CH2:25][CH2:24][O:23][CH2:22][CH2:21]4)[CH:18]=3)[O:13][C:12]3[C:7]2=[CH:8][C:9]([OH:26])=[CH:10][CH:11]=3)[N:6]=1.